Predict which catalyst facilitates the given reaction. From a dataset of Catalyst prediction with 721,799 reactions and 888 catalyst types from USPTO. Reactant: [C:1]([C:5]1[O:9][N:8]=[C:7]([NH:10][C:11]([NH:13][C:14]2[CH:19]=[CH:18][CH:17]=[C:16]([O:20][C:21]3[C:30]4[C:25](=[CH:26][C:27]([O:33][CH2:34][CH2:35]Cl)=[C:28]([O:31][CH3:32])[CH:29]=4)[N:24]=[CH:23][N:22]=3)[CH:15]=2)=[O:12])[CH:6]=1)([CH3:4])([CH3:3])[CH3:2].[CH3:37][N:38]1[CH2:43][CH2:42][NH:41][CH2:40][CH2:39]1.C(N(C(C)C)CC)(C)C. Product: [C:1]([C:5]1[O:9][N:8]=[C:7]([NH:10][C:11]([NH:13][C:14]2[CH:19]=[CH:18][CH:17]=[C:16]([O:20][C:21]3[C:30]4[C:25](=[CH:26][C:27]([O:33][CH2:34][CH2:35][N:41]5[CH2:42][CH2:43][N:38]([CH3:37])[CH2:39][CH2:40]5)=[C:28]([O:31][CH3:32])[CH:29]=4)[N:24]=[CH:23][N:22]=3)[CH:15]=2)=[O:12])[CH:6]=1)([CH3:4])([CH3:3])[CH3:2]. The catalyst class is: 589.